Dataset: Reaction yield outcomes from USPTO patents with 853,638 reactions. Task: Predict the reaction yield, written as a fraction of the theoretical maximum amount of product (1.0 means a 100% yield; for example, 0.34 means a 34% yield). (1) The reactants are [F:1][C:2]1[CH:7]=[CH:6][C:5]([C:8](=[O:40])[CH2:9][CH2:10][CH2:11][N:12]2[CH2:39][CH2:38][C:15]3([N:19]([C:20]4[CH:25]=[CH:24][CH:23]=[CH:22][CH:21]=4)[CH2:18][N:17]([CH2:26][C:27]4[CH:28]=[C:29]([CH:34]=[CH:35][CH:36]=4)[C:30]([O:32]C)=[O:31])[C:16]3=[O:37])[CH2:14][CH2:13]2)=[CH:4][CH:3]=1.[OH-].[Li+].CO. The catalyst is O. The product is [F:1][C:2]1[CH:7]=[CH:6][C:5]([C:8](=[O:40])[CH2:9][CH2:10][CH2:11][N:12]2[CH2:39][CH2:38][C:15]3([N:19]([C:20]4[CH:25]=[CH:24][CH:23]=[CH:22][CH:21]=4)[CH2:18][N:17]([CH2:26][C:27]4[CH:28]=[C:29]([CH:34]=[CH:35][CH:36]=4)[C:30]([OH:32])=[O:31])[C:16]3=[O:37])[CH2:14][CH2:13]2)=[CH:4][CH:3]=1. The yield is 0.250. (2) The reactants are [Cl:1][C:2]1[C:9]([C:10]([F:13])([F:12])[F:11])=[CH:8][C:5]([C:6]#[N:7])=[CH:4][C:3]=1[C:14]([F:17])([F:16])[F:15].C([O-])([O-])=[O:19].[K+].[K+].OO. The catalyst is CS(C)=O. The product is [Cl:1][C:2]1[C:3]([C:14]([F:15])([F:16])[F:17])=[CH:4][C:5]([C:6]([NH2:7])=[O:19])=[CH:8][C:9]=1[C:10]([F:11])([F:12])[F:13]. The yield is 0.900. (3) The reactants are [Cl:1][C:2]1[CH:7]=[CH:6][C:5]([N:8]2[C:13](=[O:14])[C:12]3[CH:15]=[N:16][N:17]([C:18]4[CH:19]=[C:20]([NH:24][S:25]([CH3:28])(=[O:27])=[O:26])[CH:21]=[CH:22][CH:23]=4)[C:11]=3[N:10]=[C:9]2[C:29]2[CH:34]=[CH:33][C:32](B3OC(C)(C)C(C)(C)O3)=[CH:31][CH:30]=2)=[CH:4][CH:3]=1.I[N:45]1[CH:50]=[CH:49][CH:48]=[CH:47][NH:46]1.C(=O)([O-])[O-].[Cs+].[Cs+]. The catalyst is CN(C)C=O.C1C=CC(P(C2C=CC=CC=2)[C-]2C=CC=C2)=CC=1.C1C=CC(P(C2C=CC=CC=2)[C-]2C=CC=C2)=CC=1.Cl[Pd]Cl.[Fe+2]. The product is [Cl:1][C:2]1[CH:3]=[CH:4][C:5]([N:8]2[C:13](=[O:14])[C:12]3[CH:15]=[N:16][N:17]([C:18]4[CH:19]=[C:20]([NH:24][S:25]([CH3:28])(=[O:26])=[O:27])[CH:21]=[CH:22][CH:23]=4)[C:11]=3[N:10]=[C:9]2[C:29]2[CH:30]=[CH:31][C:32]([C:50]3[N:45]=[N:46][CH:47]=[CH:48][CH:49]=3)=[CH:33][CH:34]=2)=[CH:6][CH:7]=1. The yield is 0.340. (4) The catalyst is CN(C)C=O. The product is [Cl:1][C:2]1[N:10]([CH2:11][CH:12]=[CH2:13])[C:9]2[C:8](=[O:14])[NH:7][C:6](=[O:15])[N:5]([CH2:23][CH2:24][CH2:25][C:26]([F:29])([F:28])[F:27])[C:4]=2[N:3]=1. The yield is 0.570. The reactants are [Cl:1][C:2]1[N:10]([CH2:11][CH:12]=[CH2:13])[C:9]2[C:8](=[O:14])[NH:7][C:6](=[O:15])[NH:5][C:4]=2[N:3]=1.C(=O)([O-])[O-].[Na+].[Na+].Br[CH2:23][CH2:24][CH2:25][C:26]([F:29])([F:28])[F:27]. (5) The reactants are [C:1]1([CH3:11])[CH:6]=[CH:5][C:4]([S:7](Cl)(=[O:9])=[O:8])=[CH:3][CH:2]=1.[N:12]1[CH:17]=[CH:16][CH:15]=[C:14](/[CH:18]=[CH:19]/[CH2:20][C@@H:21]([OH:23])[CH3:22])[CH:13]=1.C([O-])(O)=O.[Na+]. The catalyst is C(N(CC)CC)C. The product is [C:1]1([CH3:11])[CH:6]=[CH:5][C:4]([S:7]([O:23][CH:21]([CH2:20][CH:19]=[CH:18][C:14]2[CH:13]=[N:12][CH:17]=[CH:16][CH:15]=2)[CH3:22])(=[O:9])=[O:8])=[CH:3][CH:2]=1. The yield is 0.686. (6) The reactants are Br[C:2]1[CH:3]=[C:4]([N:8]2[CH2:13][CH2:12][N:11]([C:14]([O:16][C:17]([CH3:20])([CH3:19])[CH3:18])=[O:15])[CH2:10][CH2:9]2)[CH:5]=[N:6][CH:7]=1.[C:21]1(B(O)O)[CH:26]=[CH:25][CH:24]=[CH:23][CH:22]=1.C(=O)([O-])[O-].[Na+].[Na+]. The catalyst is COCCOC.O. The product is [C:21]1([C:2]2[CH:3]=[C:4]([N:8]3[CH2:13][CH2:12][N:11]([C:14]([O:16][C:17]([CH3:20])([CH3:19])[CH3:18])=[O:15])[CH2:10][CH2:9]3)[CH:5]=[N:6][CH:7]=2)[CH:26]=[CH:25][CH:24]=[CH:23][CH:22]=1. The yield is 0.900. (7) The reactants are [N+:1]([C:4]1[CH:9]=[C:8]([C:10]2[S:11][CH:12]=[CH:13][CH:14]=2)[CH:7]=[CH:6][C:5]=1[NH:15][C:16](=[O:22])[O:17][C:18]([CH3:21])([CH3:20])[CH3:19])([O-])=O.O.NN. The catalyst is CO. The product is [NH2:1][C:4]1[CH:9]=[C:8]([C:10]2[S:11][CH:12]=[CH:13][CH:14]=2)[CH:7]=[CH:6][C:5]=1[NH:15][C:16](=[O:22])[O:17][C:18]([CH3:20])([CH3:19])[CH3:21]. The yield is 0.830. (8) The reactants are C(OC([N:11]1[CH2:16][CH2:15][CH:14]([NH:17][C:18]2[C:27]3[C:22](=[CH:23][CH:24]=[C:25]([C:28]4[CH:29]=[N:30][C:31]5[C:36]([CH:37]=4)=[CH:35][CH:34]=[CH:33][CH:32]=5)[N:26]=3)[N:21]=[CH:20][C:19]=2C(O)=O)[CH2:13][CH2:12]1)=O)C1C=CC=CC=1.[CH2:41]([N:43]([CH2:46]C)CC)C.C1(P(N=[N+]=[N-])(C2C=CC=CC=2)=[O:55])C=CC=CC=1. The catalyst is CN(C)C=O. The product is [CH3:41][N:43]1[C:19]2[CH:20]=[N:21][C:22]3[CH:23]=[CH:24][C:25]([C:28]4[CH:29]=[N:30][C:31]5[C:36]([CH:37]=4)=[CH:35][CH:34]=[CH:33][CH:32]=5)=[N:26][C:27]=3[C:18]=2[N:17]([CH:14]2[CH2:13][CH2:12][NH:11][CH2:16][CH2:15]2)[C:46]1=[O:55]. The yield is 0.540. (9) The reactants are [CH2:1]([N:8]1[C:17]2[C:16]([OH:18])=[CH:15][CH:14]=[C:13]([CH:19]=O)[C:12]=2[CH2:11][CH2:10][C:9]1=[O:21])[C:2]1[CH:7]=[CH:6][CH:5]=[CH:4][CH:3]=1.[S:22]1[CH2:26][C:25](=[O:27])[NH:24][C:23]1=[O:28]. The catalyst is C1(C)C=CC=CC=1.N1CCCCC1.C(O)(=O)C. The product is [CH2:1]([N:8]1[C:17]2[C:12](=[C:13]([CH:19]=[C:26]3[S:22][C:23](=[O:28])[NH:24][C:25]3=[O:27])[CH:14]=[CH:15][C:16]=2[OH:18])[CH2:11][CH2:10][C:9]1=[O:21])[C:2]1[CH:7]=[CH:6][CH:5]=[CH:4][CH:3]=1. The yield is 0.920.